Dataset: Antibody developability classification from SAbDab with 2,409 antibodies. Task: Regression/Classification. Given an antibody's heavy chain and light chain sequences, predict its developability. TAP uses regression for 5 developability metrics; SAbDab uses binary classification. The antibody is ['EVQLVESGGGLVQPGGSLRLSCAASGFNISYYYIHWVRQAPGKGLEWVASIYPYYGYTSYADSVKGRFTISADTSKNTAYLQMNSLRAEDTAVYYCARGSSWYGAHAFDYWGQGTLVTVSS', 'DIQMTQSPSSLSASVGDRVTITCRASQSVSSAVAWYQQKPGKAPKLLIYSASSLYSGVPSRFSGSRSGTDFTLTISSLQPEDFATYYCQQGYYYAYSLITFGQGTKVEIK']. Result: 0 (not developable).